Dataset: Reaction yield outcomes from USPTO patents with 853,638 reactions. Task: Predict the reaction yield, written as a fraction of the theoretical maximum amount of product (1.0 means a 100% yield; for example, 0.34 means a 34% yield). (1) The reactants are [NH2:1][CH:2]([CH:6]1[CH2:11][CH:10]2[CH:8]([C:9]2([F:13])[F:12])[CH2:7]1)[C:3]([OH:5])=[O:4].[Si](C=[N+]=[N-])(C)(C)[CH3:15]. The catalyst is C(Cl)Cl.CO. The product is [NH2:1][CH:2]([CH:6]1[CH2:7][CH:8]2[CH:10]([C:9]2([F:12])[F:13])[CH2:11]1)[C:3]([O:5][CH3:15])=[O:4]. The yield is 0.841. (2) No catalyst specified. The yield is 0.944. The reactants are [Cl:1][C:2]1[N:7]=[C:6]([C:8]2[S:12][C:11]([CH:13]([CH3:15])[CH3:14])=[N:10][C:9]=2[C:16]2[CH:17]=[C:18]([CH:20]=[CH:21][CH:22]=2)[NH2:19])[CH:5]=[CH:4][N:3]=1.[CH:23]1([S:26](Cl)(=[O:28])=[O:27])[CH2:25][CH2:24]1. The product is [Cl:1][C:2]1[N:7]=[C:6]([C:8]2[S:12][C:11]([CH:13]([CH3:15])[CH3:14])=[N:10][C:9]=2[C:16]2[CH:17]=[C:18]([NH:19][S:26]([CH:23]3[CH2:25][CH2:24]3)(=[O:28])=[O:27])[CH:20]=[CH:21][CH:22]=2)[CH:5]=[CH:4][N:3]=1. (3) The reactants are [O:1]1CCO[CH:2]1[C:6]1[CH:7]=[C:8]([C:12]2[O:13][C:14]([C:17]3[CH:22]=[CH:21][C:20]([C:23]([F:26])([F:25])[F:24])=[CH:19][CH:18]=3)=[N:15][N:16]=2)[CH:9]=[CH:10][CH:11]=1.S(=O)(=O)(O)O. The catalyst is CC(C)=O. The product is [F:26][C:23]([F:24])([F:25])[C:20]1[CH:21]=[CH:22][C:17]([C:14]2[O:13][C:12]([C:8]3[CH:7]=[C:6]([CH:11]=[CH:10][CH:9]=3)[CH:2]=[O:1])=[N:16][N:15]=2)=[CH:18][CH:19]=1. The yield is 0.990. (4) The yield is 0.830. The product is [CH3:12][N:13]([CH3:28])[CH2:14][CH2:15][NH:16][C:17]([C:19]1[C:23]([CH3:24])=[C:22]([CH:25]=[C:5]2[C:4]3[C:8](=[CH:9][CH:10]=[C:2]([Br:1])[CH:3]=3)[NH:7][C:6]2=[O:11])[NH:21][C:20]=1[CH3:27])=[O:18]. The reactants are [Br:1][C:2]1[CH:3]=[C:4]2[C:8](=[CH:9][CH:10]=1)[NH:7][C:6](=[O:11])[CH2:5]2.[CH3:12][N:13]([CH3:28])[CH2:14][CH2:15][NH:16][C:17]([C:19]1[C:23]([CH3:24])=[C:22]([CH:25]=O)[NH:21][C:20]=1[CH3:27])=[O:18]. No catalyst specified. (5) The reactants are [NH2:1][C:2]1[CH:3]=[C:4]([CH:22]=[CH:23][CH:24]=1)[C:5]([NH:7][C:8]1[CH:9]=[C:10]([NH:14][C:15](=[O:21])[O:16][C:17]([CH3:20])([CH3:19])[CH3:18])[CH:11]=[CH:12][CH:13]=1)=[O:6].[Cl:25][C:26]1[N:31]=[C:30](Cl)[C:29]([Cl:33])=[CH:28][N:27]=1.C(=O)([O-])[O-].[K+].[K+]. The product is [Cl:25][C:26]1[N:31]=[C:30]([NH:1][C:2]2[CH:3]=[C:4]([CH:22]=[CH:23][CH:24]=2)[C:5]([NH:7][C:8]2[CH:9]=[C:10]([NH:14][C:15](=[O:21])[O:16][C:17]([CH3:20])([CH3:18])[CH3:19])[CH:11]=[CH:12][CH:13]=2)=[O:6])[C:29]([Cl:33])=[CH:28][N:27]=1. The catalyst is CN(C=O)C. The yield is 0.100. (6) The reactants are [CH:1]1(B2OC(C)(C)C(C)(C)O2)[CH2:3][CH2:2]1.Br[C:14]1[C:18]([NH:19][C:20](=[O:26])[O:21][C:22]([CH3:25])([CH3:24])[CH3:23])=[CH:17][N:16]([C:27]2[CH:28]=[N:29][CH:30]=[C:31]([F:33])[CH:32]=2)[N:15]=1.C(O)C.C(=O)([O-])[O-].[K+].[K+]. The catalyst is C1(C)C=CC=CC=1.C1C=CC([P]([Pd]([P](C2C=CC=CC=2)(C2C=CC=CC=2)C2C=CC=CC=2)([P](C2C=CC=CC=2)(C2C=CC=CC=2)C2C=CC=CC=2)[P](C2C=CC=CC=2)(C2C=CC=CC=2)C2C=CC=CC=2)(C2C=CC=CC=2)C2C=CC=CC=2)=CC=1.O. The product is [CH:1]1([C:14]2[C:18]([NH:19][C:20](=[O:26])[O:21][C:22]([CH3:25])([CH3:24])[CH3:23])=[CH:17][N:16]([C:27]3[CH:28]=[N:29][CH:30]=[C:31]([F:33])[CH:32]=3)[N:15]=2)[CH2:3][CH2:2]1.[F:33][C:31]1[CH:32]=[C:27]([N:16]2[CH:17]=[C:18]([NH:19][C:20](=[O:26])[O:21][C:22]([CH3:24])([CH3:23])[CH3:25])[CH:14]=[N:15]2)[CH:28]=[N:29][CH:30]=1. The yield is 0.719. (7) The reactants are C([O:8][C:9]1[C:13]([CH2:14][C:15]([O:17][CH3:18])=[O:16])=[CH:12][N:11]([CH3:19])[N:10]=1)C1C=CC=CC=1.O1CCCC1. The catalyst is [C].[Pd].C(O)C. The product is [OH:8][C:9]1[C:13]([CH2:14][C:15]([O:17][CH3:18])=[O:16])=[CH:12][N:11]([CH3:19])[N:10]=1. The yield is 0.790.